Dataset: Catalyst prediction with 721,799 reactions and 888 catalyst types from USPTO. Task: Predict which catalyst facilitates the given reaction. Reactant: C(OC([N:8]1[CH2:14][CH2:13][CH2:12][N:11]([C:15]2[N:16]([C:26]3[CH:31]=[CH:30][CH:29]=[CH:28][CH:27]=3)[C:17]3[C:22]([C:23]=2[CH:24]=[O:25])=[CH:21][CH:20]=[CH:19][CH:18]=3)[CH2:10][CH2:9]1)=O)(C)(C)C.FC(F)(F)C(O)=O. Product: [N:11]1([C:15]2[N:16]([C:26]3[CH:31]=[CH:30][CH:29]=[CH:28][CH:27]=3)[C:17]3[C:22]([C:23]=2[CH:24]=[O:25])=[CH:21][CH:20]=[CH:19][CH:18]=3)[CH2:12][CH2:13][CH2:14][NH:8][CH2:9][CH2:10]1. The catalyst class is: 4.